From a dataset of Forward reaction prediction with 1.9M reactions from USPTO patents (1976-2016). Predict the product of the given reaction. (1) The product is: [OH:1][N:2]1[C:11]2[C:6](=[CH:7][CH:8]=[CH:9][N:10]=2)[C:5]([OH:12])=[C:4]([C:13]([N:20]([CH3:21])[CH3:19])=[O:15])[C:3]1=[O:18]. Given the reactants [OH:1][N:2]1[C:11]2[C:6](=[CH:7][CH:8]=[CH:9][N:10]=2)[C:5]([OH:12])=[C:4]([C:13]([O:15]CC)=O)[C:3]1=[O:18].[CH3:19][NH:20][CH3:21], predict the reaction product. (2) Given the reactants [CH:1]1[CH:2]=[CH:3][C:4]([O:7][C:8]2[C:9]([N:21]3[CH2:25][CH2:24][CH2:23][CH2:22]3)=[CH:10][C:11]([C:18]([OH:20])=[O:19])=[CH:12][C:13]=2[S:14]([NH2:17])(=[O:16])=[O:15])=[CH:5][CH:6]=1.S(Cl)(Cl)=O.[CH3:30]O, predict the reaction product. The product is: [NH2:17][S:14]([C:13]1[CH:12]=[C:11]([CH:10]=[C:9]([N:21]2[CH2:22][CH2:23][CH2:24][CH2:25]2)[C:8]=1[O:7][C:4]1[CH:5]=[CH:6][CH:1]=[CH:2][CH:3]=1)[C:18]([O:20][CH3:30])=[O:19])(=[O:16])=[O:15].